Predict the reactants needed to synthesize the given product. From a dataset of Full USPTO retrosynthesis dataset with 1.9M reactions from patents (1976-2016). (1) Given the product [CH2:1]([O:3][C:4]1[CH:5]=[C:6]([C:13](=[O:21])[CH2:14][CH2:15][C:16]([NH:54][C:43]2[C:42]([C:36]3[CH:41]=[CH:40][CH:39]=[CH:38][CH:37]=3)=[CH:47][C:46]([C:48]3[CH:49]=[CH:50][CH:51]=[CH:52][CH:53]=3)=[CH:45][N:44]=2)=[O:18])[CH:7]=[CH:8][C:9]=1[O:10][CH2:11][CH3:12])[CH3:2], predict the reactants needed to synthesize it. The reactants are: [CH2:1]([O:3][C:4]1[CH:5]=[C:6]([C:13]([O:21]C)(OC)[CH2:14][CH2:15][C:16]([O-:18])=O)[CH:7]=[CH:8][C:9]=1[O:10][CH2:11][CH3:12])[CH3:2].[K+].ClC1C=C(Cl)C=C(Cl)C=1C(Cl)=O.[C:36]1([C:42]2[C:43]([NH2:54])=[N:44][CH:45]=[C:46]([C:48]3[CH:53]=[CH:52][CH:51]=[CH:50][CH:49]=3)[CH:47]=2)[CH:41]=[CH:40][CH:39]=[CH:38][CH:37]=1.Cl. (2) Given the product [CH:47]([O:49][CH2:50][CH2:51][O:52][NH:53][C:26]([C:10]1[C:9]([NH:8][C:5]2[CH:6]=[CH:7][C:2]([Br:1])=[CH:3][C:4]=2[Cl:29])=[C:24]([F:25])[C:13]2[N:14]=[CH:15][N:16]([CH2:17][CH:18]3[CH2:23][CH2:22][CH2:21][CH2:20][O:19]3)[C:12]=2[CH:11]=1)=[O:28])=[CH2:48], predict the reactants needed to synthesize it. The reactants are: [Br:1][C:2]1[CH:7]=[CH:6][C:5]([NH:8][C:9]2[C:10]([C:26]([OH:28])=O)=[CH:11][C:12]3[N:16]([CH2:17][CH:18]4[CH2:23][CH2:22][CH2:21][CH2:20][O:19]4)[CH:15]=[N:14][C:13]=3[C:24]=2[F:25])=[C:4]([Cl:29])[CH:3]=1.C1C=CC2N(O)N=NC=2C=1.C(N(CC)CC)C.[CH:47]([O:49][CH2:50][CH2:51][O:52][NH2:53])=[CH2:48].CCN=C=NCCCN(C)C.Cl. (3) Given the product [CH3:9][O:8][C:6]([C:3]1[CH:4]=[C:5]([S:11]([OH:14])(=[O:13])=[O:12])[S:1][CH:2]=1)=[O:7], predict the reactants needed to synthesize it. The reactants are: [S:1]1[CH:5]=[CH:4][C:3]([C:6]([O:8][CH3:9])=[O:7])=[CH:2]1.Cl[S:11]([OH:14])(=[O:13])=[O:12]. (4) Given the product [CH2:1]([O:3][C:4]1[CH:9]=[CH:8][CH:7]=[CH:6][C:5]=1[CH:10]1[N:15]([CH2:16][C:17]2[CH:18]=[CH:19][C:20]([O:23][C:24]([F:25])([F:26])[F:27])=[CH:21][CH:22]=2)[C:14](=[O:28])[CH2:13][CH2:12][CH2:11]1)[CH3:2], predict the reactants needed to synthesize it. The reactants are: [CH2:1]([O:3][C:4]1[CH:9]=[CH:8][CH:7]=[CH:6][C:5]=1[C:10]1[N:15]([CH2:16][C:17]2[CH:22]=[CH:21][C:20]([O:23][C:24]([F:27])([F:26])[F:25])=[CH:19][CH:18]=2)[C:14](=[O:28])[CH2:13][CH2:12][CH:11]=1)[CH3:2]. (5) Given the product [OH:16][CH2:13][CH2:2][CH2:3][CH2:4][CH2:5][CH2:6][C:7]([O:9][CH2:10][C:19]1[CH:24]=[CH:23][CH:22]=[CH:21][CH:20]=1)=[O:8], predict the reactants needed to synthesize it. The reactants are: O[CH2:2][CH2:3][CH2:4][CH2:5][CH2:6][C:7]([O:9][CH3:10])=[O:8].[Li+].[OH-].[C:13]([O-:16])(O)=O.[Na+].C(Br)[C:19]1[CH:24]=[CH:23][CH:22]=[CH:21][CH:20]=1. (6) Given the product [CH3:50][C:39]1[CH:38]=[C:37]([O:20][CH:15]([C:12]2[CH:13]=[CH:14][C:9]([C:6]3[CH:5]=[CH:4][C:3]([C:2]([F:21])([F:22])[F:1])=[CH:8][CH:7]=3)=[CH:10][CH:11]=2)[CH2:16][CH2:17][CH2:18][CH3:19])[CH:49]=[CH:48][C:40]=1[O:41][CH2:42][C:43]([O:45][CH2:46][CH3:47])=[O:44], predict the reactants needed to synthesize it. The reactants are: [F:1][C:2]([F:22])([F:21])[C:3]1[CH:8]=[CH:7][C:6]([C:9]2[CH:14]=[CH:13][C:12]([CH:15]([OH:20])[CH2:16][CH2:17][CH2:18][CH3:19])=[CH:11][CH:10]=2)=[CH:5][CH:4]=1.P(CCCC)(CCCC)CCCC.O[C:37]1[CH:49]=[CH:48][C:40]([O:41][CH2:42][C:43]([O:45][CH2:46][CH3:47])=[O:44])=[C:39]([CH3:50])[CH:38]=1. (7) Given the product [O:27]=[C:15]1[N:14]([CH:11]2[CH2:12][CH2:13][N:8]([C:6]([O:5][C:1]([CH3:4])([CH3:2])[CH3:3])=[O:7])[CH2:9][CH2:10]2)[C:18]2[CH:19]=[CH:20][C:21]([C:23]3[NH:26][C:37](=[O:38])[O:25][N:24]=3)=[CH:22][C:17]=2[NH:16]1, predict the reactants needed to synthesize it. The reactants are: [C:1]([O:5][C:6]([N:8]1[CH2:13][CH2:12][CH:11]([N:14]2[C:18]3[CH:19]=[CH:20][C:21]([C:23](=[NH:26])[NH:24][OH:25])=[CH:22][C:17]=3[NH:16][C:15]2=[O:27])[CH2:10][CH2:9]1)=[O:7])([CH3:4])([CH3:3])[CH3:2].N1C=CC=CC=1.C(C(CCCC)[CH2:37][O:38]C(Cl)=O)C. (8) Given the product [NH2:7][C:8]1[N:12]([CH3:13])[N:11]=[CH:10][C:9]=1[CH2:14][NH:16][CH2:17][CH2:18][NH:19][C:20]([C:33]1[CH:38]=[CH:37][CH:36]=[CH:35][CH:34]=1)([C:27]1[CH:28]=[CH:29][CH:30]=[CH:31][CH:32]=1)[C:21]1[CH:26]=[CH:25][CH:24]=[CH:23][CH:22]=1, predict the reactants needed to synthesize it. The reactants are: [H-].[Al+3].[Li+].[H-].[H-].[H-].[NH2:7][C:8]1[N:12]([CH3:13])[N:11]=[CH:10][C:9]=1[C:14]([NH:16][CH2:17][CH2:18][NH:19][C:20]([C:33]1[CH:38]=[CH:37][CH:36]=[CH:35][CH:34]=1)([C:27]1[CH:32]=[CH:31][CH:30]=[CH:29][CH:28]=1)[C:21]1[CH:26]=[CH:25][CH:24]=[CH:23][CH:22]=1)=O.[F-].[Na+]. (9) The reactants are: [O:1]1[C:5]2[CH:6]=[CH:7][C:8]([C:10]3[S:11][CH:12]=[C:13]([C:15]([NH:17][C:18]4[NH:22][N:21]=[C:20]([C:23]([O:25]CC)=[O:24])[N:19]=4)=[O:16])[N:14]=3)=[CH:9][C:4]=2[CH2:3][CH2:2]1.O.C(O)C.CCOCC. Given the product [O:1]1[C:5]2[CH:6]=[CH:7][C:8]([C:10]3[S:11][CH:12]=[C:13]([C:15]([NH:17][C:18]4[NH:19][C:20]([C:23]([OH:25])=[O:24])=[N:21][N:22]=4)=[O:16])[N:14]=3)=[CH:9][C:4]=2[CH2:3][CH2:2]1, predict the reactants needed to synthesize it. (10) Given the product [F:26][C:27]1[CH:32]=[C:31]([C:9]2[CH:10]=[C:11]3[C:6](=[N:7][CH:8]=2)[N:5]([CH3:13])[C:4](=[O:14])[C:3]([C:15]([NH:17][CH2:18][C:19]([OH:21])=[O:20])=[O:16])=[C:2]3[OH:1])[CH:30]=[CH:29][N:28]=1, predict the reactants needed to synthesize it. The reactants are: [OH:1][C:2]1[C:11]2[C:6](=[N:7][CH:8]=[C:9](I)[CH:10]=2)[N:5]([CH3:13])[C:4](=[O:14])[C:3]=1[C:15]([NH:17][CH2:18][C:19]([O:21]C(C)(C)C)=[O:20])=[O:16].[F:26][C:27]1[CH:32]=[C:31](B(O)O)[CH:30]=[CH:29][N:28]=1.